From a dataset of Forward reaction prediction with 1.9M reactions from USPTO patents (1976-2016). Predict the product of the given reaction. Given the reactants [CH3:1][O:2][C:3](=[O:18])[C:4](=[CH:10][C:11]1[CH:16]=[CH:15][C:14]([F:17])=[CH:13][CH:12]=1)[CH:5]([CH3:9])[C:6]([OH:8])=O.[C:19]([O-])(=[O:21])[CH3:20].[Na+], predict the reaction product. The product is: [CH3:1][O:2][C:3]([C:4]1[C:5]([CH3:9])=[C:6]([O:8][C:19](=[O:21])[CH3:20])[C:16]2[C:11](=[CH:12][CH:13]=[C:14]([F:17])[CH:15]=2)[CH:10]=1)=[O:18].